Dataset: Reaction yield outcomes from USPTO patents with 853,638 reactions. Task: Predict the reaction yield, written as a fraction of the theoretical maximum amount of product (1.0 means a 100% yield; for example, 0.34 means a 34% yield). (1) The reactants are [F:1][C:2]1[CH:7]=[CH:6][C:5]([F:8])=[CH:4][C:3]=1B(O)O.Br[C:13]1[CH:14]=[C:15]2[C@@:26]3([N:31]=[C:30]([NH2:32])[CH2:29][O:28][CH2:27]3)[C:25]3[C:20](=[CH:21][CH:22]=[C:23](I)[CH:24]=3)[O:19][C:16]2=[N:17][CH:18]=1.P([O-])([O-])([O-])=O.[K+].[K+].[K+].[F:42][C:43]1[CH:48]=[C:47](B(O)O)[CH:46]=[CH:45][N:44]=1. The catalyst is CC1OCCC1.C1C=CC(P(C2C=CC=CC=2)[C-]2C=CC=C2)=CC=1.C1C=CC(P(C2C=CC=CC=2)[C-]2C=CC=C2)=CC=1.Cl[Pd]Cl.[Fe+2].C(Cl)Cl.CC(P(C(C)(C)C)C1C=CC(N(C)C)=CC=1)(C)C.CC(P(C(C)(C)C)C1C=CC(N(C)C)=CC=1)(C)C.Cl[Pd]Cl.O.O1CCOCC1. The yield is 0.279. The product is [F:1][C:2]1[CH:7]=[CH:6][C:5]([F:8])=[CH:4][C:3]=1[C:23]1[CH:24]=[C:25]2[C@:26]3([N:31]=[C:30]([NH2:32])[CH2:29][O:28][CH2:27]3)[C:15]3[C:16](=[N:17][CH:18]=[C:13]([C:47]4[CH:46]=[CH:45][N:44]=[C:43]([F:42])[CH:48]=4)[CH:14]=3)[O:19][C:20]2=[CH:21][CH:22]=1. (2) The catalyst is C(O)C.O. The reactants are [CH2:1]=O.[CH:3]1[N:4]=[C:5]2[CH2:12][CH:11]=[N:10][C:6]2=[C:7]([NH2:9])[N:8]=1.[N:13]1[CH:18]=[CH:17][C:16]([C:19]2[NH:23][N:22]=[C:21]([S:24][CH2:25][C@H:26]3[CH2:30][NH:29][CH2:28][C@@H:27]3[OH:31])[N:20]=2)=[CH:15][CH:14]=1. The yield is 0.600. The product is [NH2:9][C:7]1[C:6]2[NH:10][CH:11]=[C:12]([CH2:1][N:29]3[CH2:30][C@H:26]([CH2:25][S:24][C:21]4[N:20]=[C:19]([C:16]5[CH:15]=[CH:14][N:13]=[CH:18][CH:17]=5)[NH:23][N:22]=4)[C@@H:27]([OH:31])[CH2:28]3)[C:5]=2[N:4]=[CH:3][N:8]=1. (3) The reactants are [S:1]1[C:5]2[CH:6]=[CH:7][CH:8]=[CH:9][C:4]=2[N:3]=[C:2]1[O:10][C:11]1[CH:12]=[C:13]2[C:17](=[CH:18][CH:19]=1)[NH:16][CH:15]=[C:14]2[CH2:20][CH2:21]OS(C)(=O)=O.[NH:27]1[CH2:32][CH2:31][CH2:30][CH2:29][CH2:28]1. The catalyst is CC#N. The product is [N:27]1([CH2:21][CH2:20][C:14]2[C:13]3[C:17](=[CH:18][CH:19]=[C:11]([O:10][C:2]4[S:1][C:5]5[CH:6]=[CH:7][CH:8]=[CH:9][C:4]=5[N:3]=4)[CH:12]=3)[NH:16][CH:15]=2)[CH2:32][CH2:31][CH2:30][CH2:29][CH2:28]1. The yield is 0.490. (4) The product is [CH3:22][O:23][C:24]1[CH:25]=[CH:26][C:27]([CH2:28][N:37]([CH3:36])[C:13]2[CH:12]=[C:11]3[C:16]([CH:17]=[C:8]([C:6]4[CH:7]=[C:2]([NH2:1])[CH:3]=[CH:4][C:5]=4[Cl:21])[C:9](=[O:20])[N:10]3[CH3:19])=[CH:15][N:14]=2)=[CH:31][CH:32]=1. The catalyst is CN1C(=O)CCC1. The reactants are [NH2:1][C:2]1[CH:3]=[CH:4][C:5]([Cl:21])=[C:6]([C:8]2[C:9](=[O:20])[N:10]([CH3:19])[C:11]3[C:16]([CH:17]=2)=[CH:15][N:14]=[C:13](Cl)[CH:12]=3)[CH:7]=1.[CH3:22][O:23][C:24]1[CH:32]=[CH:31][C:27]([CH2:28]CN)=[CH:26][CH:25]=1.C1CCN2[C:36](=[N:37]CCC2)CC1.O. The yield is 0.950. (5) The reactants are [NH:1]1[C:9]2[C:4](=[CH:5][CH:6]=[C:7]([C:10]([OH:12])=[O:11])[CH:8]=2)[CH:3]=[N:2]1.[C:13](=O)([O-])[O-].[Na+].[Na+].IC.C(=O)(O)[O-].[Na+]. The catalyst is CN(C)C=O. The product is [NH:1]1[C:9]2[C:4](=[CH:5][CH:6]=[C:7]([C:10]([O:12][CH3:13])=[O:11])[CH:8]=2)[CH:3]=[N:2]1. The yield is 0.900. (6) The reactants are [Cl:1][C:2]1[CH:3]=[C:4]([CH2:9][CH2:10][CH2:11][NH2:12])[CH:5]=[CH:6][C:7]=1[Cl:8].[CH3:13][C:14]1([CH3:24])[O:18]/[C:17](=[CH:19]\[C:20](O)=[O:21])/[C:16](=[O:23])[O:15]1.C(Cl)CCl.C1C=CC2N(O)N=NC=2C=1.CN1CCOCC1. The catalyst is CN(C=O)C.CCOC(C)=O. The product is [Cl:1][C:2]1[CH:3]=[C:4]([CH2:9][CH2:10][CH2:11][NH:12][C:20](=[O:21])/[CH:19]=[C:17]2\[O:18][C:14]([CH3:13])([CH3:24])[O:15][C:16]\2=[O:23])[CH:5]=[CH:6][C:7]=1[Cl:8]. The yield is 0.890.